Dataset: Forward reaction prediction with 1.9M reactions from USPTO patents (1976-2016). Task: Predict the product of the given reaction. (1) Given the reactants [Br:1][C:2]1[CH:7]=[CH:6][C:5]([O:8][CH2:9][C:10]2[CH:19]=[CH:18][C:17]3[C:12](=[CH:13][CH:14]=[CH:15][CH:16]=3)[CH:11]=2)=[CH:4][C:3]=1[NH2:20].[Cl:21][C:22]1[CH:23]=[C:24]([N:29]=[C:30]=[S:31])[CH:25]=[C:26]([Cl:28])[CH:27]=1, predict the reaction product. The product is: [Cl:21][C:22]1[CH:23]=[C:24]([NH:29][C:30]([NH:20][C:3]2[CH:4]=[C:5]([O:8][CH2:9][C:10]3[C:11]4[C:12](=[CH:13][CH:14]=[CH:15][CH:16]=4)[CH:17]=[CH:18][CH:19]=3)[CH:6]=[CH:7][C:2]=2[Br:1])=[S:31])[CH:25]=[C:26]([Cl:28])[CH:27]=1. (2) Given the reactants [CH3:1][O:2][CH:3]=[CH:4][C:5]12[CH2:12][CH2:11][C:8]([C:13]3[CH:18]=[CH:17][CH:16]=[CH:15][CH:14]=3)([CH2:9][CH2:10]1)[CH2:7][CH2:6]2.[Cr](Cl)([O-])(=O)=[O:20].[NH+]1C=CC=CC=1, predict the reaction product. The product is: [C:13]1([C:8]23[CH2:7][CH2:6][C:5]([CH2:4][C:3]([O:2][CH3:1])=[O:20])([CH2:12][CH2:11]2)[CH2:10][CH2:9]3)[CH:18]=[CH:17][CH:16]=[CH:15][CH:14]=1. (3) Given the reactants [NH:1]([C:3]1[C:8]2[N:9]([CH3:13])[C:10](=[O:12])[NH:11][C:7]=2[CH:6]=[CH:5][CH:4]=1)[NH2:2].CCC(=O)[CH2:17][C:18](=O)[CH2:19][CH3:20].[C:23](=O)([O-])O.[Na+].[C:28](O)(=O)[CH3:29], predict the reaction product. The product is: [CH2:28]([N:2]1[CH2:17][C:18]([CH2:19][CH3:20])=[CH:23][N:1]1[C:3]1[C:8]2[N:9]([CH3:13])[C:10](=[O:12])[NH:11][C:7]=2[CH:6]=[CH:5][CH:4]=1)[CH3:29]. (4) Given the reactants [C:1](OC([O-])=O)([O:3][C:4]([CH3:7])([CH3:6])[CH3:5])=[O:2].CN(C1C=CC=CN=1)C.[NH2:21][C:22]1[CH:27]=[CH:26][N:25]=[C:24]([Cl:28])[CH:23]=1.C(N(CC)CC)C, predict the reaction product. The product is: [Cl:28][C:24]1[CH:23]=[C:22]([NH:21][C:1](=[O:2])[O:3][C:4]([CH3:7])([CH3:6])[CH3:5])[CH:27]=[CH:26][N:25]=1. (5) Given the reactants C12(COC3C(C4CC4)=CC(C(O)=O)=CN=3)CC3CC(CC(C3)C1)C2.[CH:25]1([C:28]2[C:29]([O:38][CH2:39][C:40]34[CH2:50][C:44]5([F:51])[CH2:45][C:46]([F:49])([CH2:48][C:42]([F:52])([CH2:43]5)[CH2:41]3)[CH2:47]4)=[CH:30][C:31]([F:37])=[C:32]([CH:36]=2)[C:33](O)=[O:34])[CH2:27][CH2:26]1.CS(N)(=O)=O.[N:58]1([S:62]([NH2:65])(=[O:64])=[O:63])[CH2:61][CH2:60][CH2:59]1, predict the reaction product. The product is: [N:58]1([S:62]([NH:65][C:33](=[O:34])[C:32]2[CH:36]=[C:28]([CH:25]3[CH2:26][CH2:27]3)[C:29]([O:38][CH2:39][C:40]34[CH2:50][C:44]5([F:51])[CH2:43][C:42]([F:52])([CH2:48][C:46]([F:49])([CH2:45]5)[CH2:47]3)[CH2:41]4)=[CH:30][C:31]=2[F:37])(=[O:64])=[O:63])[CH2:61][CH2:60][CH2:59]1. (6) Given the reactants [CH2:1]([O:3][C:4](=[O:27])[CH2:5][C:6]1[CH:7]=[C:8]([C:13]2[CH:18]=[CH:17][C:16]([C:19]([F:22])([F:21])[F:20])=[CH:15][C:14]=2[CH2:23][NH:24][CH2:25][CH3:26])[CH:9]=[C:10]([Cl:12])[CH:11]=1)[CH3:2].[C:28](Cl)(=[O:30])[CH3:29], predict the reaction product. The product is: [CH2:1]([O:3][C:4](=[O:27])[CH2:5][C:6]1[CH:7]=[C:8]([C:13]2[CH:18]=[CH:17][C:16]([C:19]([F:20])([F:22])[F:21])=[CH:15][C:14]=2[CH2:23][N:24]([C:28](=[O:30])[CH3:29])[CH2:25][CH3:26])[CH:9]=[C:10]([Cl:12])[CH:11]=1)[CH3:2]. (7) Given the reactants Br[CH2:2][C:3]1[CH:8]=[CH:7][CH:6]=[C:5]([N+:9]([O-:11])=[O:10])[CH:4]=1.[Cl:12][C:13]1[CH:14]=[N:15][CH:16]=[C:17]([Cl:34])[C:18]=1[NH:19][C:20]1[C:29]2[C:24](=[C:25]([OH:32])[C:26]([O:30][CH3:31])=[CH:27][CH:28]=2)[O:23][C:22](=[O:33])[CH:21]=1, predict the reaction product. The product is: [Cl:12][C:13]1[CH:14]=[N:15][CH:16]=[C:17]([Cl:34])[C:18]=1[NH:19][C:20]1[C:29]2[C:24](=[C:25]([O:32][CH2:2][C:3]3[CH:8]=[CH:7][CH:6]=[C:5]([N+:9]([O-:11])=[O:10])[CH:4]=3)[C:26]([O:30][CH3:31])=[CH:27][CH:28]=2)[O:23][C:22](=[O:33])[CH:21]=1. (8) Given the reactants [Br:1][C:2]1[CH:11]=[CH:10][C:5]2[CH:6]([NH2:9])[CH2:7][O:8][C:4]=2[CH:3]=1.[C:12]([O:16][C:17]([NH:19][C:20]1([C:23](O)=[O:24])[CH2:22][CH2:21]1)=[O:18])([CH3:15])([CH3:14])[CH3:13], predict the reaction product. The product is: [C:12]([O:16][C:17](=[O:18])[NH:19][C:20]1([C:23](=[O:24])[NH:9][CH:6]2[C:5]3[CH:10]=[CH:11][C:2]([Br:1])=[CH:3][C:4]=3[O:8][CH2:7]2)[CH2:21][CH2:22]1)([CH3:15])([CH3:13])[CH3:14]. (9) Given the reactants [CH3:1][N:2]1[C:6]([CH3:7])=[CH:5][C:4]([C:8]([O:10]CC)=O)=[N:3]1.[CH3:13][Si](Cl)(C)C.C[Li], predict the reaction product. The product is: [C:8]([C:4]1[CH:5]=[C:6]([CH3:7])[N:2]([CH3:1])[N:3]=1)(=[O:10])[CH3:13]. (10) Given the reactants C(OC([N:8]1[CH2:13][CH2:12][N:11]2[C:14]([C:17](=[O:20])[NH:18][CH3:19])=[CH:15][CH:16]=[C:10]2[CH:9]1[CH3:21])=O)(C)(C)C.Cl, predict the reaction product. The product is: [CH3:19][NH:18][C:17]([C:14]1[N:11]2[CH2:12][CH2:13][NH:8][CH:9]([CH3:21])[C:10]2=[CH:16][CH:15]=1)=[O:20].